Dataset: Peptide-MHC class II binding affinity with 134,281 pairs from IEDB. Task: Regression. Given a peptide amino acid sequence and an MHC pseudo amino acid sequence, predict their binding affinity value. This is MHC class II binding data. The peptide sequence is SKSDDQIWLSQWFMN. The MHC is DRB1_0101 with pseudo-sequence DRB1_0101. The binding affinity (normalized) is 0.275.